Dataset: Reaction yield outcomes from USPTO patents with 853,638 reactions. Task: Predict the reaction yield, written as a fraction of the theoretical maximum amount of product (1.0 means a 100% yield; for example, 0.34 means a 34% yield). (1) The reactants are ClC1C(Cl)=CC=CC=1N1[CH2:14][CH2:13][N:12]([CH2:15][CH2:16][CH2:17][CH2:18][O:19][C:20]2[CH:29]=[CH:28][C:27]3[C:22](=[C:23]([OH:30])[CH:24]=[CH:25][CH:26]=3)[N:21]=2)[CH2:11][CH2:10]1.[S:31]1C2CNCC[C:34]=2[CH:33]=[CH:32]1. No catalyst specified. The product is [S:31]1[C:14]2[CH2:13][N:12]([CH2:15][CH2:16][CH2:17][CH2:18][O:19][C:20]3[CH:29]=[CH:28][C:27]4[C:22](=[C:23]([OH:30])[CH:24]=[CH:25][CH:26]=4)[N:21]=3)[CH2:11][CH2:10][C:34]=2[CH:33]=[CH:32]1. The yield is 0.200. (2) The reactants are [Br:1][C:2]1[C:10]2[N:9]=[C:8]([CH3:11])[NH:7][C:6]=2[CH:5]=[C:4]([Cl:12])[CH:3]=1.CC1C=CC(S(O)(=O)=O)=CC=1.O.[O:25]1[CH:30]=[CH:29][CH2:28][CH2:27][CH2:26]1. The catalyst is C1COCC1. The product is [Br:1][C:2]1[C:10]2[N:9]=[C:8]([CH3:11])[N:7]([CH:26]3[CH2:27][CH2:28][CH2:29][CH2:30][O:25]3)[C:6]=2[CH:5]=[C:4]([Cl:12])[CH:3]=1. The yield is 0.696. (3) The yield is 0.940. The reactants are [N:1]([Sn](C)(C)C)=[N+:2]=[N-:3].[C:8]([C:10]1[N:15]=[C:14]([C:16]2[N:20]3[CH:21]=[C:22]([F:25])[CH:23]=[CH:24][C:19]3=[N:18][CH:17]=2)[N:13]=[C:12]([NH:26][C@@H:27]2[CH2:32][CH2:31][CH2:30][N:29]([C:33]([O:35][C:36]([CH3:39])([CH3:38])[CH3:37])=[O:34])[CH2:28]2)[CH:11]=1)#[N:9]. The product is [F:25][C:22]1[CH:23]=[CH:24][C:19]2[N:20]([C:16]([C:14]3[N:13]=[C:12]([NH:26][C@@H:27]4[CH2:32][CH2:31][CH2:30][N:29]([C:33]([O:35][C:36]([CH3:37])([CH3:39])[CH3:38])=[O:34])[CH2:28]4)[CH:11]=[C:10]([C:8]4[N:1]=[N:2][NH:3][N:9]=4)[N:15]=3)=[CH:17][N:18]=2)[CH:21]=1. The catalyst is C1(C)C=CC=CC=1.